Predict the product of the given reaction. From a dataset of Forward reaction prediction with 1.9M reactions from USPTO patents (1976-2016). (1) Given the reactants N1C=CN=C1.[Si:6](Cl)([C:19]([CH3:22])([CH3:21])[CH3:20])([C:13]1[CH:18]=[CH:17][CH:16]=[CH:15][CH:14]=1)[C:7]1[CH:12]=[CH:11][CH:10]=[CH:9][CH:8]=1.[OH:24][CH2:25][CH:26]1[CH2:31][CH2:30][CH2:29][NH:28][C:27]1=[O:32].O, predict the reaction product. The product is: [Si:6]([O:24][CH2:25][CH:26]1[CH2:31][CH2:30][CH2:29][NH:28][C:27]1=[O:32])([C:19]([CH3:22])([CH3:21])[CH3:20])([C:13]1[CH:18]=[CH:17][CH:16]=[CH:15][CH:14]=1)[C:7]1[CH:12]=[CH:11][CH:10]=[CH:9][CH:8]=1. (2) Given the reactants Br[C:2]1[C:6]([C:7]2[N:8]=[C:9]([NH:12][C:13]3[N:18]=[C:17]([CH3:19])[CH:16]=[CH:15][N:14]=3)[S:10][CH:11]=2)=[CH:5][N:4]([CH2:20][C:21]2[CH:26]=[CH:25][C:24]([O:27][CH3:28])=[CH:23][CH:22]=2)[N:3]=1.[C:29]1(B(O)O)[CH:34]=[CH:33][CH:32]=[CH:31][CH:30]=1.C([O-])(O)=O.[Na+], predict the reaction product. The product is: [CH3:28][O:27][C:24]1[CH:25]=[CH:26][C:21]([CH2:20][N:4]2[CH:5]=[C:6]([C:7]3[N:8]=[C:9]([NH:12][C:13]4[N:18]=[C:17]([CH3:19])[CH:16]=[CH:15][N:14]=4)[S:10][CH:11]=3)[C:2]([C:29]3[CH:34]=[CH:33][CH:32]=[CH:31][CH:30]=3)=[N:3]2)=[CH:22][CH:23]=1. (3) Given the reactants [C:1]1([C:7]([NH:20][CH2:21][CH2:22][OH:23])([C:14]2[CH:19]=[CH:18][CH:17]=[CH:16][CH:15]=2)[C:8]2[CH:13]=[CH:12][CH:11]=[CH:10][CH:9]=2)[CH:6]=[CH:5][CH:4]=[CH:3][CH:2]=1.[H-].[Na+].[Cl:26][CH:27](Cl)[C:28]1[C:29]([CH3:34])=[CH:30][CH:31]=[CH:32][CH:33]=1.O, predict the reaction product. The product is: [Cl:26][CH2:27][C:28]1[CH:33]=[CH:32][CH:31]=[CH:30][C:29]=1[CH2:34][O:23][CH2:22][CH2:21][NH:20][C:7]([C:8]1[CH:13]=[CH:12][CH:11]=[CH:10][CH:9]=1)([C:14]1[CH:19]=[CH:18][CH:17]=[CH:16][CH:15]=1)[C:1]1[CH:2]=[CH:3][CH:4]=[CH:5][CH:6]=1. (4) Given the reactants [CH3:1][O:2][C:3]1[CH:11]=[CH:10][C:9]([C:12]2[CH:13]=[N:14][C:15]([O:22][C:23]3[C:32]4[CH2:31][CH2:30][CH2:29][CH2:28][C:27]=4[CH:26]=[CH:25][CH:24]=3)=[C:16]([N+:19]([O-])=O)[C:17]=2[CH3:18])=[CH:8][C:4]=1[C:5]([OH:7])=[O:6].O.[Cl-].[NH4+], predict the reaction product. The product is: [NH2:19][C:16]1[C:17]([CH3:18])=[C:12]([C:9]2[CH:10]=[CH:11][C:3]([O:2][CH3:1])=[C:4]([CH:8]=2)[C:5]([OH:7])=[O:6])[CH:13]=[N:14][C:15]=1[O:22][C:23]1[C:32]2[CH2:31][CH2:30][CH2:29][CH2:28][C:27]=2[CH:26]=[CH:25][CH:24]=1. (5) Given the reactants C(OC([NH:8][CH2:9][C:10]([CH3:32])([CH3:31])[CH2:11][N:12]1[C:16]2=[N:17][C:18]([C:21]([O:23][CH2:24][CH3:25])=[O:22])=[CH:19][CH:20]=[C:15]2[CH:14]=[C:13]1[C:26]([O:28][CH2:29][CH3:30])=[O:27])=O)(C)(C)C.C(O)(C(F)(F)F)=O, predict the reaction product. The product is: [NH2:8][CH2:9][C:10]([CH3:31])([CH3:32])[CH2:11][N:12]1[C:16]2=[N:17][C:18]([C:21]([O:23][CH2:24][CH3:25])=[O:22])=[CH:19][CH:20]=[C:15]2[CH:14]=[C:13]1[C:26]([O:28][CH2:29][CH3:30])=[O:27]. (6) The product is: [ClH:41].[N:6]1([CH2:5][CH:4]([N:19]2[CH:23]=[C:22]([C:24]3[C:25]4[CH:32]=[CH:31][N:30]([CH2:33][O:34][CH2:35][CH2:36][Si:37]([CH3:38])([CH3:40])[CH3:39])[C:26]=4[N:27]=[CH:28][N:29]=3)[CH:21]=[N:20]2)[CH2:3][C:1]#[N:2])[CH2:7][CH2:8][NH:9][CH2:10][CH2:11]1. Given the reactants [C:1]([CH2:3][CH:4]([N:19]1[CH:23]=[C:22]([C:24]2[C:25]3[CH:32]=[CH:31][N:30]([CH2:33][O:34][CH2:35][CH2:36][Si:37]([CH3:40])([CH3:39])[CH3:38])[C:26]=3[N:27]=[CH:28][N:29]=2)[CH:21]=[N:20]1)[CH2:5][N:6]1[CH2:11][CH2:10][N:9](C(OC(C)(C)C)=O)[CH2:8][CH2:7]1)#[N:2].[ClH:41].O1CCOCC1, predict the reaction product.